Dataset: Full USPTO retrosynthesis dataset with 1.9M reactions from patents (1976-2016). Task: Predict the reactants needed to synthesize the given product. (1) Given the product [CH:4]1([N:3]=[CH:2][C:7]2[CH:14]=[CH:15][CH:13]=[CH:16][N:17]=2)[CH2:5][CH2:6]1, predict the reactants needed to synthesize it. The reactants are: Br[C:2]1[CH:7]=[CH:6][CH:5]=[CH:4][N:3]=1.[Li]CCCC.[CH:13]1([C:16]#[N:17])[CH2:15][CH2:14]1.[O-]S([O-])(=O)=O.[Na+].[Na+]. (2) Given the product [CH3:1][O:2][C:3]([C:5]1[C:6]([OH:24])=[C:7]2[C:12](=[CH:13][N:14]=1)[N:11]([CH2:15][C:16]1[CH:21]=[CH:20][CH:19]=[CH:18][CH:17]=1)[C:10](=[O:22])[C:9]([C:30]1[CH:31]=[CH:32][C:33]([N:36]3[CH2:37][CH2:38][O:39][CH2:40][CH2:41]3)=[CH:34][CH:35]=1)=[CH:8]2)=[O:4], predict the reactants needed to synthesize it. The reactants are: [CH3:1][O:2][C:3]([C:5]1[C:6]([OH:24])=[C:7]2[C:12](=[CH:13][N:14]=1)[N:11]([CH2:15][C:16]1[CH:21]=[CH:20][CH:19]=[CH:18][CH:17]=1)[C:10](=[O:22])[C:9](Br)=[CH:8]2)=[O:4].C([Sn](CCCC)(CCCC)[C:30]1[CH:35]=[CH:34][C:33]([N:36]2[CH2:41][CH2:40][O:39][CH2:38][CH2:37]2)=[CH:32][CH:31]=1)CCC.CCOC(C)=O.Cl. (3) Given the product [CH3:18][C:16]1[N:17]=[C:13]([NH:12][C:3]([C:5]2[C:10]([Br:11])=[N:9][CH:8]=[CH:7][N:6]=2)=[O:4])[S:14][CH:15]=1, predict the reactants needed to synthesize it. The reactants are: CO[C:3]([C:5]1[C:10]([Br:11])=[N:9][CH:8]=[CH:7][N:6]=1)=[O:4].[NH2:12][C:13]1[S:14][CH:15]=[C:16]([CH3:18])[N:17]=1. (4) Given the product [CH:1]1([C:3]2[C:4]([NH:11][C@@H:12]3[C:20]4[C:15](=[CH:16][CH:17]=[CH:18][CH:19]=4)[CH2:14][C@@H:13]3[OH:21])=[N:5][C:6]([CH3:9])=[CH:7][N:8]=2)[CH2:2][CH2:23]1, predict the reactants needed to synthesize it. The reactants are: [CH2:1]([C:3]1[C:4]([NH:11][C@@H:12]2[C:20]3[C:15](=[CH:16][CH:17]=[CH:18][CH:19]=3)[CH2:14][C@@H:13]2[OH:21])=[N:5][C:6]([CH2:9]C)=[CH:7][N:8]=1)[CH3:2].Cl[C:23]1C(C2CC2)=NC=C(C)N=1. (5) Given the product [CH3:1][O:2][C:3]([C:5]1[NH:6][C:7]2[C:12]([CH:13]=1)=[CH:11][CH:10]=[C:9]([O:14][C:22]1[S:23][C:24]3[CH:30]=[CH:29][CH:28]=[CH:27][C:25]=3[N:26]=1)[CH:8]=2)=[O:4], predict the reactants needed to synthesize it. The reactants are: [CH3:1][O:2][C:3]([C:5]1[NH:6][C:7]2[C:12]([CH:13]=1)=[CH:11][CH:10]=[C:9]([OH:14])[CH:8]=2)=[O:4].C([O-])([O-])=O.[Cs+].[Cs+].Cl[C:22]1[S:23][C:24]2[CH:30]=[CH:29][CH:28]=[CH:27][C:25]=2[N:26]=1. (6) Given the product [OH:5][CH2:6][CH2:8][N:9]1[C:13]2([CH2:18][CH2:17][N:16]([C:19]([O:21][C:22]([CH3:23])([CH3:24])[CH3:25])=[O:20])[CH2:15][CH2:14]2)[C:12](=[O:26])[N:11]([CH3:27])[C:10]1=[O:28], predict the reactants needed to synthesize it. The reactants are: [BH4-].[Na+].C([O:5][C:6]([CH2:8][N:9]1[C:13]2([CH2:18][CH2:17][N:16]([C:19]([O:21][C:22]([CH3:25])([CH3:24])[CH3:23])=[O:20])[CH2:15][CH2:14]2)[C:12](=[O:26])[N:11]([CH3:27])[C:10]1=[O:28])=O)C.CO.